Task: Regression/Classification. Given a drug SMILES string, predict its absorption, distribution, metabolism, or excretion properties. Task type varies by dataset: regression for continuous measurements (e.g., permeability, clearance, half-life) or binary classification for categorical outcomes (e.g., BBB penetration, CYP inhibition). Dataset: cyp3a4_veith.. Dataset: CYP3A4 inhibition data for predicting drug metabolism from PubChem BioAssay (1) The drug is CC1=NN(c2ccccc2)C(=O)[C@@H]1N=Nc1ccc([As](=O)(O)O)c(O)c1. The result is 0 (non-inhibitor). (2) The drug is O=C(Cn1c(-c2cscn2)nc2ccccc21)Nc1cc(F)ccc1F. The result is 1 (inhibitor).